Task: Predict the reactants needed to synthesize the given product.. Dataset: Full USPTO retrosynthesis dataset with 1.9M reactions from patents (1976-2016) Given the product [CH2:2]([C:4]1[S:24][C:7]2[N:8]=[C:9]([S:18][CH2:19][C:20]([O:22][CH3:23])=[O:21])[N:10]=[C:11]([N:12]3[CH2:17][CH2:16][N:15]([C:40](=[O:41])[C:36]4[CH:37]=[CH:38][CH:39]=[C:34]([CH3:43])[CH:35]=4)[CH2:14][CH2:13]3)[C:6]=2[CH:5]=1)[CH3:3], predict the reactants needed to synthesize it. The reactants are: Cl.[CH2:2]([C:4]1[S:24][C:7]2[N:8]=[C:9]([S:18][CH2:19][C:20]([O:22][CH3:23])=[O:21])[N:10]=[C:11]([N:12]3[CH2:17][CH2:16][NH:15][CH2:14][CH2:13]3)[C:6]=2[CH:5]=1)[CH3:3].C(N(C(C)C)CC)(C)C.[C:34]1([CH3:43])[CH:39]=[CH:38][CH:37]=[C:36]([C:40](Cl)=[O:41])[CH:35]=1.